Dataset: Full USPTO retrosynthesis dataset with 1.9M reactions from patents (1976-2016). Task: Predict the reactants needed to synthesize the given product. (1) Given the product [CH2:1]([C:3]1[N:13]([CH2:14][C:15]2[CH:20]=[CH:19][C:18]([NH:21][CH:22]3[CH2:27][CH2:26][N:25]([CH:36]4[CH2:37][CH2:38][N:33]([CH3:32])[CH2:34][CH2:35]4)[CH2:24][CH2:23]3)=[CH:17][CH:16]=2)[C:6]2=[N:7][C:8]([CH3:12])=[CH:9][C:10]([CH3:11])=[C:5]2[N:4]=1)[CH3:2], predict the reactants needed to synthesize it. The reactants are: [CH2:1]([C:3]1[N:13]([CH2:14][C:15]2[CH:20]=[CH:19][C:18]([NH:21][CH:22]3[CH2:27][CH2:26][NH:25][CH2:24][CH2:23]3)=[CH:17][CH:16]=2)[C:6]2=[N:7][C:8]([CH3:12])=[CH:9][C:10]([CH3:11])=[C:5]2[N:4]=1)[CH3:2].C(O)(=O)C.[CH3:32][N:33]1[CH2:38][CH2:37][C:36](=O)[CH2:35][CH2:34]1.C(O[BH-](OC(=O)C)OC(=O)C)(=O)C.[Na+].[OH-].[Na+]. (2) Given the product [CH2:2]1[C:38]2[C:39](=[CH:40][CH:41]=[C:42]([NH:44][C:2]3[N:7]=[C:6]([C:8]4[C:9]([C:17]5[CH:18]=[C:19]([NH:23][C:24](=[O:33])[C:25]6[CH:30]=[CH:29][CH:28]=[CH:27][CH:26]=6)[CH:20]=[CH:21][CH:22]=5)=[N:10][N:11]5[CH:16]=[CH:15][CH:14]=[CH:13][C:12]=45)[CH:5]=[CH:4][N:3]=3)[CH:43]=2)[CH2:5][CH2:4][NH:3]1, predict the reactants needed to synthesize it. The reactants are: Cl[C:2]1[N:7]=[C:6]([C:8]2[C:9]([C:17]3[CH:18]=[C:19]([NH:23][C:24](=[O:33])[C:25]4[C:30](F)=[CH:29][CH:28]=[CH:27][C:26]=4F)[CH:20]=[CH:21][CH:22]=3)=[N:10][N:11]3[CH:16]=[CH:15][CH:14]=[CH:13][C:12]=23)[CH:5]=[CH:4][N:3]=1.O1[C:39]2[CH:40]=[CH:41][C:42]([NH2:44])=[CH:43][C:38]=2OCC1. (3) Given the product [NH2:8][C:9]1[CH:14]=[CH:13][CH:12]=[CH:11][C:10]=1[NH:15][C:16]([C:18]1[N:23]=[CH:22][C:21]([C:24]2[CH:25]=[N:26][CH:27]=[CH:28][CH:29]=2)=[CH:20][CH:19]=1)=[O:17], predict the reactants needed to synthesize it. The reactants are: C(OC([NH:8][C:9]1[CH:14]=[CH:13][CH:12]=[CH:11][C:10]=1[NH:15][C:16]([C:18]1[N:23]=[CH:22][C:21]([C:24]2[CH:25]=[N:26][CH:27]=[CH:28][CH:29]=2)=[CH:20][CH:19]=1)=[O:17])=O)(C)(C)C.Cl. (4) Given the product [NH2:1][CH2:2][C@@H:3]([C:5]1[CH:10]=[CH:9][CH:8]=[CH:7][CH:6]=1)[OH:4], predict the reactants needed to synthesize it. The reactants are: [NH2:1][CH2:2][CH:3]([C:5]1[CH:10]=[CH:9][CH:8]=[CH:7][CH:6]=1)[OH:4].N(C(OC(C)(C)C)=O)[C@H](C(O)=O)CC1C=CC(O)=CC=1. (5) Given the product [CH:1]1[C:11]2[CH2:10][C:9]3([CH2:15][CH2:14][CH:13]([N:16]4[CH2:17][CH:18]=[C:19]([C:22]([OH:24])=[O:23])[CH2:20][CH2:21]4)[CH2:12]3)[C:8]3[CH:26]=[CH:27][CH:28]=[CH:29][C:7]=3[CH2:6][C:5]=2[CH:4]=[CH:3][CH:2]=1, predict the reactants needed to synthesize it. The reactants are: [CH:1]1[C:11]2[CH2:10][C:9]3([CH2:15][CH2:14][CH:13]([N:16]4[CH2:21][CH:20]=[C:19]([C:22]([O:24]C)=[O:23])[CH2:18][CH2:17]4)[CH2:12]3)[C:8]3[CH:26]=[CH:27][CH:28]=[CH:29][C:7]=3[CH2:6][C:5]=2[CH:4]=[CH:3][CH:2]=1.O. (6) Given the product [I:1][C:2]1[CH:3]=[C:4]2[C:8](=[CH:9][CH:10]=1)[NH:7][C:6](=[O:11])[C:5]2=[N:14][NH:13][C:15](=[O:34])[CH2:16][O:17][C:18]1[CH:33]=[CH:32][C:21]([C:22]([O:24][CH2:25][C:26]2[CH:27]=[CH:28][CH:29]=[CH:30][CH:31]=2)=[O:23])=[CH:20][CH:19]=1, predict the reactants needed to synthesize it. The reactants are: [I:1][C:2]1[CH:3]=[C:4]2[C:8](=[CH:9][CH:10]=1)[NH:7][C:6](=[O:11])[C:5]2=O.[NH:13]([C:15](=[O:34])[CH2:16][O:17][C:18]1[CH:33]=[CH:32][C:21]([C:22]([O:24][CH2:25][C:26]2[CH:31]=[CH:30][CH:29]=[CH:28][CH:27]=2)=[O:23])=[CH:20][CH:19]=1)[NH2:14].